This data is from Forward reaction prediction with 1.9M reactions from USPTO patents (1976-2016). The task is: Predict the product of the given reaction. (1) The product is: [ClH:30].[ClH:30].[CH:27]1([NH:26][C:8]2[C:9]([C:13]3[CH2:18][CH2:17][NH:16][CH2:15][CH:14]=3)=[N:10][C:11]3[C:6](=[CH:5][CH:4]=[C:3]([C:1]#[N:2])[CH:12]=3)[N:7]=2)[CH2:29][CH2:28]1. Given the reactants [C:1]([C:3]1[CH:12]=[C:11]2[C:6]([N:7]=[C:8]([NH:26][CH:27]3[CH2:29][CH2:28]3)[C:9]([C:13]3[CH2:18][CH2:17][N:16](C(OC(C)(C)C)=O)[CH2:15][CH:14]=3)=[N:10]2)=[CH:5][CH:4]=1)#[N:2].[ClH:30], predict the reaction product. (2) Given the reactants [O:1]([CH2:9][C@H:10]([OH:12])[CH3:11])[Si:2]([C:5]([CH3:8])([CH3:7])[CH3:6])([CH3:4])[CH3:3].C1(P(C2C=CC=CC=2)C2C=CC=CC=2)C=CC=CC=1.[CH3:32][O:33][C:34](=[O:53])[C:35]1[CH:40]=[C:39](O)[CH:38]=[C:37]([O:42][C:43]2[CH:48]=[CH:47][C:46]([S:49]([CH3:52])(=[O:51])=[O:50])=[CH:45][CH:44]=2)[CH:36]=1.N(C(OCC)=O)=NC(OCC)=O, predict the reaction product. The product is: [CH3:32][O:33][C:34](=[O:53])[C:35]1[CH:40]=[C:39]([O:12][C@@H:10]([CH3:11])[CH2:9][O:1][Si:2]([C:5]([CH3:7])([CH3:8])[CH3:6])([CH3:4])[CH3:3])[CH:38]=[C:37]([O:42][C:43]2[CH:48]=[CH:47][C:46]([S:49]([CH3:52])(=[O:50])=[O:51])=[CH:45][CH:44]=2)[CH:36]=1. (3) Given the reactants [CH:1]1[C:9]2[C:8]3[CH:10]=[CH:11][CH:12]=[CH:13][C:7]=3[S:6][C:5]=2[C:4]([C:14]([C:28]2[CH:33]=[CH:32][CH:31]=[CH:30][CH:29]=2)([C:22]2[CH:27]=[CH:26][CH:25]=[CH:24][CH:23]=2)[C:15]2[CH:20]=[CH:19][C:18]([OH:21])=[CH:17][CH:16]=2)=[CH:3][CH:2]=1.N1C=CC=CC=1.[F:40][C:41]([F:54])([F:53])[S:42](O[S:42]([C:41]([F:54])([F:53])[F:40])(=[O:44])=[O:43])(=[O:44])=[O:43], predict the reaction product. The product is: [F:40][C:41]([F:54])([F:53])[S:42]([O:21][C:18]1[CH:19]=[CH:20][C:15]([C:14]([C:4]2[C:5]3[S:6][C:7]4[CH:13]=[CH:12][CH:11]=[CH:10][C:8]=4[C:9]=3[CH:1]=[CH:2][CH:3]=2)([C:28]2[CH:33]=[CH:32][CH:31]=[CH:30][CH:29]=2)[C:22]2[CH:23]=[CH:24][CH:25]=[CH:26][CH:27]=2)=[CH:16][CH:17]=1)(=[O:44])=[O:43]. (4) Given the reactants Br[C:2]1[CH:7]=[C:6]([NH:8]C(=O)OC(C)(C)C)[CH:5]=[CH:4][N:3]=1.[Cl:16][C:17]1[C:18]([F:27])=[CH:19][C:20]([F:26])=[C:21](B(O)O)[CH:22]=1.C([O-])([O-])=O.[Na+].[Na+].FC(F)(F)C(O)=O, predict the reaction product. The product is: [Cl:16][C:17]1[C:18]([F:27])=[CH:19][C:20]([F:26])=[C:21]([C:2]2[CH:7]=[C:6]([NH2:8])[CH:5]=[CH:4][N:3]=2)[CH:22]=1. (5) Given the reactants C([O:3][C:4]([CH2:6][C:7]1[CH:8]=[C:9]([C:13]2[CH:21]=[CH:20][C:16]([C:17]([OH:19])=[O:18])=[CH:15][C:14]=2[CH2:22][NH:23][CH2:24][CH3:25])[CH:10]=[N:11][CH:12]=1)=[O:5])C.C(N(C(C)C)CC)(C)C.[CH:35]1([C:38](Cl)=[O:39])[CH2:37][CH2:36]1, predict the reaction product. The product is: [C:4]([CH2:6][C:7]1[CH:8]=[C:9]([C:13]2[CH:21]=[CH:20][C:16]([C:17]([OH:19])=[O:18])=[CH:15][C:14]=2[CH2:22][N:23]([C:38]([CH:35]2[CH2:37][CH2:36]2)=[O:39])[CH2:24][CH3:25])[CH:10]=[N:11][CH:12]=1)([OH:3])=[O:5].